From a dataset of Forward reaction prediction with 1.9M reactions from USPTO patents (1976-2016). Predict the product of the given reaction. (1) Given the reactants [CH:1]([C:3]1[C:28]([O:29][CH3:30])=[CH:27][C:6]2[C:7]3[N:12]([CH:13]([C:15]([CH3:20])([CH3:19])[CH2:16][O:17][CH3:18])[CH2:14][C:5]=2[CH:4]=1)[CH:11]=[C:10]([C:21]([O:23][CH2:24][CH3:25])=[O:22])[C:9](=[O:26])[CH:8]=3)=O.Cl.[NH2:32][OH:33].C([O-])([O-])=O.[K+].[K+], predict the reaction product. The product is: [OH:33][N:32]=[CH:1][C:3]1[C:28]([O:29][CH3:30])=[CH:27][C:6]2[C:7]3[N:12]([CH:13]([C:15]([CH3:20])([CH3:19])[CH2:16][O:17][CH3:18])[CH2:14][C:5]=2[CH:4]=1)[CH:11]=[C:10]([C:21]([O:23][CH2:24][CH3:25])=[O:22])[C:9](=[O:26])[CH:8]=3. (2) Given the reactants [CH3:1][C@@:2]12[CH2:9][CH2:8][CH2:7][N:6]1[C@@H:5]([C:10]([Cl:13])([Cl:12])[Cl:11])[O:4][C:3]2=[O:14].C(NC(C)C)(C)C.ClC(Cl)(Cl)[C@H]1OC(=O)[C@H]2N1CCC2.C(Br)[C:36]1[CH:41]=[CH:40][CH:39]=[CH:38][CH:37]=1, predict the reaction product. The product is: [CH2:1]([C@@:2]12[CH2:9][CH2:8][CH2:7][N:6]1[C@@H:5]([C:10]([Cl:13])([Cl:12])[Cl:11])[O:4][C:3]2=[O:14])[C:36]1[CH:41]=[CH:40][CH:39]=[CH:38][CH:37]=1.